Dataset: Reaction yield outcomes from USPTO patents with 853,638 reactions. Task: Predict the reaction yield, written as a fraction of the theoretical maximum amount of product (1.0 means a 100% yield; for example, 0.34 means a 34% yield). The reactants are [C:1]([C:3]1[CH:4]=[C:5]([NH:9][C:10](=[O:24])[N:11]([CH2:13][CH2:14][C:15]2[CH:20]=[CH:19][C:18](B(O)O)=[CH:17][CH:16]=2)[CH3:12])[CH:6]=[CH:7][CH:8]=1)#[N:2].[NH2:25][C:26]1[CH:27]=[C:28]2[C:33](=[CH:34][CH:35]=1)[C:32]([N:36]([C:44]([O:46][C:47]([CH3:50])([CH3:49])[CH3:48])=[O:45])[C:37]([O:39][C:40]([CH3:43])([CH3:42])[CH3:41])=[O:38])=[N:31][CH:30]=[CH:29]2.O.[C:52]([OH:56])(=[O:55])[CH:53]=O. No catalyst specified. The product is [C:47]([O:46][C:44]([N:36]([C:37]([O:39][C:40]([CH3:41])([CH3:42])[CH3:43])=[O:38])[C:32]1[C:33]2[C:28](=[CH:27][C:26]([NH:25][CH:53]([C:18]3[CH:19]=[CH:20][C:15]([CH2:14][CH2:13][N:11]([CH3:12])[C:10]([NH:9][C:5]4[CH:6]=[CH:7][CH:8]=[C:3]([C:1]#[N:2])[CH:4]=4)=[O:24])=[CH:16][CH:17]=3)[C:52]([OH:56])=[O:55])=[CH:35][CH:34]=2)[CH:29]=[CH:30][N:31]=1)=[O:45])([CH3:50])([CH3:49])[CH3:48]. The yield is 0.440.